This data is from NCI-60 drug combinations with 297,098 pairs across 59 cell lines. The task is: Regression. Given two drug SMILES strings and cell line genomic features, predict the synergy score measuring deviation from expected non-interaction effect. (1) Drug 1: C1=CC(=CC=C1CCC2=CNC3=C2C(=O)NC(=N3)N)C(=O)NC(CCC(=O)O)C(=O)O. Drug 2: CC1CCC2CC(C(=CC=CC=CC(CC(C(=O)C(C(C(=CC(C(=O)CC(OC(=O)C3CCCCN3C(=O)C(=O)C1(O2)O)C(C)CC4CCC(C(C4)OC)OCCO)C)C)O)OC)C)C)C)OC. Cell line: MDA-MB-435. Synergy scores: CSS=11.7, Synergy_ZIP=-5.41, Synergy_Bliss=-1.94, Synergy_Loewe=-2.14, Synergy_HSA=-0.0753. (2) Drug 1: C1C(C(OC1N2C=NC3=C(N=C(N=C32)Cl)N)CO)O. Drug 2: COC1=NC(=NC2=C1N=CN2C3C(C(C(O3)CO)O)O)N. Cell line: RPMI-8226. Synergy scores: CSS=25.7, Synergy_ZIP=-2.73, Synergy_Bliss=-4.16, Synergy_Loewe=-26.3, Synergy_HSA=-4.32.